This data is from Full USPTO retrosynthesis dataset with 1.9M reactions from patents (1976-2016). The task is: Predict the reactants needed to synthesize the given product. (1) Given the product [OH:16][CH:18]([CH2:19][CH2:20][CH2:21][CH2:22][CH2:23][CH2:24][CH2:25][CH2:26][CH2:27][CH3:28])[CH2:17][NH:4][C@H:5]([C:10]1[CH:15]=[CH:14][CH:13]=[CH:12][CH:11]=1)[CH2:6][C:7]([OH:9])=[O:8], predict the reactants needed to synthesize it. The reactants are: C[O-].[Na+].[NH2:4][C@H:5]([C:10]1[CH:15]=[CH:14][CH:13]=[CH:12][CH:11]=1)[CH2:6][C:7]([OH:9])=[O:8].[O:16]1[CH:18]([CH2:19][CH2:20][CH2:21][CH2:22][CH2:23][CH2:24][CH2:25][CH2:26][CH2:27][CH3:28])[CH2:17]1.Cl. (2) Given the product [OH:9][CH2:8][C:4]1[N:3]=[C:2](/[CH:12]=[CH:11]/[C:10]([O:14][CH3:15])=[O:13])[CH:7]=[CH:6][CH:5]=1, predict the reactants needed to synthesize it. The reactants are: Br[C:2]1[CH:7]=[CH:6][CH:5]=[C:4]([CH2:8][OH:9])[N:3]=1.[C:10]([O:14][CH3:15])(=[O:13])[CH:11]=[CH2:12].C(=O)([O-])O.[Na+]. (3) Given the product [O:22]=[S:18]1(=[O:21])[CH2:19][CH2:20][CH:15]([C:12]2[CH:13]=[CH:14][C:9]([N:5]3[CH2:4][C@H:3]([CH2:2][NH:1][C:24]([O:25][CH2:26][O:27][C:28](=[O:33])[CH2:29][CH:30]([CH3:31])[CH3:32])=[O:34])[O:7][C:6]3=[O:8])=[CH:10][C:11]=2[F:23])[CH2:16][CH2:17]1, predict the reactants needed to synthesize it. The reactants are: [NH2:1][CH2:2][C@@H:3]1[O:7][C:6](=[O:8])[N:5]([C:9]2[CH:14]=[CH:13][C:12]([CH:15]3[CH2:20][CH2:19][S:18](=[O:22])(=[O:21])[CH2:17][CH2:16]3)=[C:11]([F:23])[CH:10]=2)[CH2:4]1.[C:24](Cl)(=[O:34])[O:25][CH2:26][O:27][C:28](=[O:33])[CH2:29][CH:30]([CH3:32])[CH3:31].